Task: Predict the reaction yield, written as a fraction of the theoretical maximum amount of product (1.0 means a 100% yield; for example, 0.34 means a 34% yield).. Dataset: Reaction yield outcomes from USPTO patents with 853,638 reactions (1) The catalyst is O. The reactants are [CH3:1][S:2]([O:5][C:6]1[CH:11]=[CH:10][C:9]([C:12]2([C:20]3[CH:25]=[CH:24][C:23]([F:26])=[C:22](Br)[CH:21]=3)[C:16](=[O:17])[N:15](C)[C:14]([NH2:19])=[N:13]2)=[CH:8][CH:7]=1)(=[O:4])=[O:3].[F:28][C:29]1[C:34](B(O)O)=[CH:33][CH:32]=[CH:31][N:30]=1.C(=O)([O-])[O-].[K+].[K+].O1CCCC1. The product is [CH3:1][S:2]([O:5][C:6]1[CH:7]=[CH:8][C:9]([C:12]2([C:20]3[CH:25]=[CH:24][C:23]([F:26])=[C:22]([C:34]4[C:29]([F:28])=[N:30][CH:31]=[CH:32][CH:33]=4)[CH:21]=3)[C:16](=[O:17])[NH:15][C:14]([NH2:19])=[N:13]2)=[CH:10][CH:11]=1)(=[O:4])=[O:3]. The yield is 0.620. (2) The catalyst is C1COCC1. The yield is 0.340. The product is [CH:40]1[C:41]2[N:29]([CH2:28][CH2:27][CH2:26][CH2:25][CH2:24][CH2:23][CH2:22][CH2:21][CH2:20][CH2:19][C:5]3([CH2:19][CH2:20][CH2:21][CH2:22][CH2:23][CH2:24][CH2:25][CH2:26][CH2:27][CH2:28][N:29]4[C:30]5[CH:31]=[CH:32][CH:33]=[CH:34][C:35]=5[C:36]5[C:41]4=[CH:40][CH:39]=[CH:38][CH:37]=5)[C:4]4[CH:3]=[C:2]([Br:1])[CH:14]=[CH:13][C:12]=4[C:11]4[C:6]3=[CH:7][C:8]([Br:15])=[CH:9][CH:10]=4)[C:30]3[C:35](=[CH:34][CH:33]=[CH:32][CH:31]=3)[C:36]=2[CH:37]=[CH:38][CH:39]=1. The reactants are [Br:1][C:2]1[CH:14]=[CH:13][C:12]2[C:11]3[C:6](=[CH:7][C:8]([Br:15])=[CH:9][CH:10]=3)[CH2:5][C:4]=2[CH:3]=1.[H-].[Na+].Br[CH2:19][CH2:20][CH2:21][CH2:22][CH2:23][CH2:24][CH2:25][CH2:26][CH2:27][CH2:28][N:29]1[C:41]2[CH:40]=[CH:39][CH:38]=[CH:37][C:36]=2[C:35]2[C:30]1=[CH:31][CH:32]=[CH:33][CH:34]=2. (3) The reactants are [CH3:1][O:2][C:3]([C:5]1[C:10]([C:11]([O:13]CC)=[CH2:12])=[C:9]([NH2:16])[N:8]=[C:7]([C:17]2[CH:22]=[CH:21][C:20]([Cl:23])=[C:19]([O:24][CH3:25])[C:18]=2[F:26])[N:6]=1)=[O:4].Cl. The catalyst is C1COCC1. The product is [CH3:1][O:2][C:3]([C:5]1[C:10]([C:11](=[O:13])[CH3:12])=[C:9]([NH2:16])[N:8]=[C:7]([C:17]2[CH:22]=[CH:21][C:20]([Cl:23])=[C:19]([O:24][CH3:25])[C:18]=2[F:26])[N:6]=1)=[O:4]. The yield is 0.940. (4) The reactants are [NH:1]1[C:5]2[CH2:6][CH2:7][CH2:8][C:4]=2[C:3]([C:9]#[N:10])=[N:2]1.[N-:11]=[N+:12]=[N-:13].[Na+]. The catalyst is CN(C=O)C. The product is [N:10]1[NH:11][N:12]=[N:13][C:9]=1[C:3]1[C:4]2[CH2:8][CH2:7][CH2:6][C:5]=2[NH:1][N:2]=1. The yield is 0.410. (5) The reactants are C(=O)([O-])[O-].[Ca+2].[C:6]([O:10][C:11]([N:13]1[CH2:16][CH:15]([CH2:17][O:18][C:19]2[CH:24]=[CH:23][C:22]([C:25]3[C:30]([Cl:31])=[CH:29][C:28]([NH2:32])=[CH:27][C:26]=3[Cl:33])=[CH:21][CH:20]=2)[CH2:14]1)=[O:12])([CH3:9])([CH3:8])[CH3:7].[C:34](Cl)(Cl)=[S:35].Cl. The catalyst is ClCCl.O. The product is [C:6]([O:10][C:11]([N:13]1[CH2:14][CH:15]([CH2:17][O:18][C:19]2[CH:20]=[CH:21][C:22]([C:25]3[C:26]([Cl:33])=[CH:27][C:28]([N:32]=[C:34]=[S:35])=[CH:29][C:30]=3[Cl:31])=[CH:23][CH:24]=2)[CH2:16]1)=[O:12])([CH3:9])([CH3:7])[CH3:8]. The yield is 0.720. (6) The reactants are [C:1]([O:5][C:6](=[O:37])[N:7]([CH2:12][C:13]1[N:17]([CH3:18])[C:16]([C:19]2[S:27][C:26]3[C:21](=[N:22][CH:23]=[CH:24][C:25]=3[O:28][C:29]3[CH:34]=[CH:33][C:32]([NH2:35])=[CH:31][C:30]=3[F:36])[CH:20]=2)=[N:15][CH:14]=1)[CH2:8][CH2:9][O:10][CH3:11])([CH3:4])([CH3:3])[CH3:2].CCN(C(C)C)C(C)C.[F:47][C:48]1[CH:56]=[CH:55][CH:54]=[CH:53][C:49]=1[C:50](Cl)=[O:51]. The catalyst is C(Cl)Cl. The product is [C:1]([O:5][C:6](=[O:37])[N:7]([CH2:12][C:13]1[N:17]([CH3:18])[C:16]([C:19]2[S:27][C:26]3[C:21](=[N:22][CH:23]=[CH:24][C:25]=3[O:28][C:29]3[CH:34]=[CH:33][C:32]([NH:35][C:50](=[O:51])[C:49]4[CH:53]=[CH:54][CH:55]=[CH:56][C:48]=4[F:47])=[CH:31][C:30]=3[F:36])[CH:20]=2)=[N:15][CH:14]=1)[CH2:8][CH2:9][O:10][CH3:11])([CH3:4])([CH3:2])[CH3:3]. The yield is 1.00.